This data is from Forward reaction prediction with 1.9M reactions from USPTO patents (1976-2016). The task is: Predict the product of the given reaction. (1) Given the reactants [CH:1]1([C:4]([N:6]2[C:15]3[CH:14]=[CH:13][CH:12]=[C:11]([OH:16])[C:10]=3[CH2:9][CH2:8][C@@H:7]2[CH3:17])=[O:5])[CH2:3][CH2:2]1.[Br:18]N1C(=O)CCC1=O, predict the reaction product. The product is: [Br:18][C:12]1[CH:13]=[CH:14][C:15]2[N:6]([C:4]([CH:1]3[CH2:2][CH2:3]3)=[O:5])[C@@H:7]([CH3:17])[CH2:8][CH2:9][C:10]=2[C:11]=1[OH:16]. (2) Given the reactants [C:1]12([CH:11]([OH:24])[CH2:12][NH:13][C:14]3[C:15]4[CH2:23][CH2:22][NH:21][CH2:20][C:16]=4[N:17]=[CH:18][N:19]=3)[CH2:10][CH:5]3[CH2:6][CH:7]([CH2:9][CH:3]([CH2:4]3)[CH2:2]1)[CH2:8]2.[C:25]([O:29][C:30]([NH:32][C@H:33]([C:41](O)=[O:42])[CH2:34][C:35]1[CH:40]=[CH:39][CH:38]=[CH:37][CH:36]=1)=[O:31])([CH3:28])([CH3:27])[CH3:26].O.ON1C2C=CC=CC=2N=N1.Cl.CN(C)CCCN=C=NCC.C(N(CC)C(C)C)(C)C, predict the reaction product. The product is: [C:25]([O:29][C:30](=[O:31])[NH:32][C@@H:33]([CH2:34][C:35]1[CH:40]=[CH:39][CH:38]=[CH:37][CH:36]=1)[C:41]([N:21]1[CH2:22][CH2:23][C:15]2[C:14]([NH:13][CH2:12][CH:11]([C:1]34[CH2:2][CH:3]5[CH2:4][CH:5]([CH2:6][CH:7]([CH2:9]5)[CH2:8]3)[CH2:10]4)[OH:24])=[N:19][CH:18]=[N:17][C:16]=2[CH2:20]1)=[O:42])([CH3:28])([CH3:26])[CH3:27]. (3) Given the reactants [NH2:1][C:2]1[CH:11]=[CH:10][C:9]([C:12]([C:14]2[N:22]3[C:17]([CH:18]=[CH:19][CH:20]=[CH:21]3)=[C:16]([O:23][CH2:24][C:25]3[CH:30]=[CH:29][CH:28]=[C:27]([O:31][CH2:32][C:33]([O:35]C(C)(C)C)=[O:34])[CH:26]=3)[C:15]=2[CH3:40])=[O:13])=[CH:8][C:3]=1[C:4]([O:6][CH3:7])=[O:5].C(=O)(O)[O-].[Na+], predict the reaction product. The product is: [NH2:1][C:2]1[CH:11]=[CH:10][C:9]([C:12]([C:14]2[N:22]3[C:17]([CH:18]=[CH:19][CH:20]=[CH:21]3)=[C:16]([O:23][CH2:24][C:25]3[CH:26]=[C:27]([CH:28]=[CH:29][CH:30]=3)[O:31][CH2:32][C:33]([OH:35])=[O:34])[C:15]=2[CH3:40])=[O:13])=[CH:8][C:3]=1[C:4]([O:6][CH3:7])=[O:5]. (4) Given the reactants [C:1]1([C:7]2[N:14]3[C:10]([S:11][CH:12]=[CH:13]3)=[N:9][C:8]=2[C:15]2[CH:24]=[CH:23][C:18]([C:19](OC)=[O:20])=[CH:17][CH:16]=2)[CH:6]=[CH:5][CH:4]=[CH:3][CH:2]=1.[H-].[Al+3].[Li+].[H-].[H-].[H-], predict the reaction product. The product is: [C:1]1([C:7]2[N:14]3[C:10]([S:11][CH:12]=[CH:13]3)=[N:9][C:8]=2[C:15]2[CH:16]=[CH:17][C:18]([CH2:19][OH:20])=[CH:23][CH:24]=2)[CH:2]=[CH:3][CH:4]=[CH:5][CH:6]=1. (5) Given the reactants [CH2:1]([NH:8][C:9]([NH:11][N:12]([CH2:14][C:15]([OH:17])=O)[CH3:13])=[O:10])[C:2]1[CH:7]=[CH:6][CH:5]=[CH:4][CH:3]=1.[NH2:18][C@H:19]([C:32]([N:34]([CH2:44][C:45]1[C:46]2[CH:53]=[CH:52][CH:51]=[CH:50][C:47]=2[S:48][CH:49]=1)[C@@H:35]([CH3:43])[CH:36]([O:40][CH2:41][CH3:42])[O:37][CH2:38][CH3:39])=[O:33])[CH2:20][CH2:21][CH2:22][CH2:23][NH:24][C:25](=[O:31])[O:26][C:27]([CH3:30])([CH3:29])[CH3:28], predict the reaction product. The product is: [S:48]1[CH:49]=[C:45]([CH2:44][N:34]([C@@H:35]([CH3:43])[CH:36]([O:37][CH2:38][CH3:39])[O:40][CH2:41][CH3:42])[C:32](=[O:33])[C@@H:19]([NH:18][C:15](=[O:17])[CH2:14][N:12]([CH3:13])[NH:11][C:9](=[O:10])[NH:8][CH2:1][C:2]2[CH:3]=[CH:4][CH:5]=[CH:6][CH:7]=2)[CH2:20][CH2:21][CH2:22][CH2:23][NH:24][C:25](=[O:31])[O:26][C:27]([CH3:29])([CH3:28])[CH3:30])[C:46]2[CH:53]=[CH:52][CH:51]=[CH:50][C:47]1=2. (6) Given the reactants C(O)CCC.[Cl:6][C:7]1[N:8]=[C:9]([N:16]2[CH2:20][CH2:19][C@H:18]([NH:21][C:22](=[O:24])[CH3:23])[CH2:17]2)[C:10]2[CH2:15][CH2:14][CH2:13][C:11]=2[N:12]=1.[NH2:25][C:26]1[CH:27]=[C:28]([CH:31]=[C:32]([NH2:34])[CH:33]=1)[C:29]#[N:30], predict the reaction product. The product is: [ClH:6].[NH2:25][C:26]1[CH:33]=[C:32]([NH:34][C:7]2[N:8]=[C:9]([N:16]3[CH2:20][CH2:19][C@H:18]([NH:21][C:22](=[O:24])[CH3:23])[CH2:17]3)[C:10]3[CH2:15][CH2:14][CH2:13][C:11]=3[N:12]=2)[CH:31]=[C:28]([C:29]#[N:30])[CH:27]=1. (7) Given the reactants Br[C:2]1[C:3]([N:22]2[CH2:26][CH2:25][C@@H:24]([OH:27])[CH2:23]2)=[N:4][CH:5]=[C:6]([CH:21]=1)[C:7]([NH:9][C:10]1[CH:15]=[CH:14][C:13]([O:16][C:17]([F:20])([F:19])[F:18])=[CH:12][CH:11]=1)=[O:8].[Cl:28][C:29]1[CH:30]=[C:31](B(O)O)[CH:32]=[N:33][CH:34]=1, predict the reaction product. The product is: [Cl:28][C:29]1[CH:30]=[C:31]([C:2]2[C:3]([N:22]3[CH2:26][CH2:25][C@@H:24]([OH:27])[CH2:23]3)=[N:4][CH:5]=[C:6]([C:7]([NH:9][C:10]3[CH:11]=[CH:12][C:13]([O:16][C:17]([F:18])([F:19])[F:20])=[CH:14][CH:15]=3)=[O:8])[CH:21]=2)[CH:32]=[N:33][CH:34]=1. (8) Given the reactants [BH4-].[Na+].[CH3:3][C:4]1[O:8][C:7]([C:9]2[CH:14]=[CH:13][CH:12]=[CH:11][CH:10]=2)=[N:6][C:5]=1[CH2:15][O:16][C:17]1[CH:18]=[C:19]([CH:22]=[CH:23][CH:24]=1)[CH:20]=[O:21].O1CCCC1.O, predict the reaction product. The product is: [CH3:3][C:4]1[O:8][C:7]([C:9]2[CH:10]=[CH:11][CH:12]=[CH:13][CH:14]=2)=[N:6][C:5]=1[CH2:15][O:16][C:17]1[CH:18]=[C:19]([CH:22]=[CH:23][CH:24]=1)[CH2:20][OH:21]. (9) Given the reactants [I-].C[P+]([C:16]1[CH:21]=[CH:20][CH:19]=[CH:18][CH:17]=1)([C:16]1[CH:21]=[CH:20][CH:19]=[CH:18][CH:17]=1)[C:16]1[CH:21]=[CH:20][CH:19]=[CH:18][CH:17]=1.C[Si]([N-][Si](C)(C)C)(C)C.[Na+].[CH:32]1([C:38]([C:40]2C=CC=CC=2)=O)[CH2:37][CH2:36][CH2:35][CH2:34][CH2:33]1, predict the reaction product. The product is: [CH:32]1([C:38]([C:16]2[CH:17]=[CH:18][CH:19]=[CH:20][CH:21]=2)=[CH2:40])[CH2:37][CH2:36][CH2:35][CH2:34][CH2:33]1. (10) Given the reactants [C:1]1([CH:7]([OH:9])[CH3:8])[CH:6]=[CH:5][CH:4]=[CH:3][CH:2]=1.[C:10](Cl)(=[O:21])[O:11][C:12]1[CH:17]=[CH:16][C:15]([N+:18]([O-:20])=[O:19])=[CH:14][CH:13]=1.O, predict the reaction product. The product is: [C:10](=[O:21])([O:9][CH:7]([C:1]1[CH:6]=[CH:5][CH:4]=[CH:3][CH:2]=1)[CH3:8])[O:11][C:12]1[CH:13]=[CH:14][C:15]([N+:18]([O-:20])=[O:19])=[CH:16][CH:17]=1.